Dataset: Reaction yield outcomes from USPTO patents with 853,638 reactions. Task: Predict the reaction yield, written as a fraction of the theoretical maximum amount of product (1.0 means a 100% yield; for example, 0.34 means a 34% yield). The reactants are [CH3:1][O:2][C:3]1[CH:10]=[CH:9][C:6]([CH:7]=O)=[C:5]([N+:11]([O-:13])=[O:12])[C:4]=1[N+:14]([O-:16])=[O:15].[Br-].[CH3:18][O:19][C:20]1[CH:21]=[C:22]([CH:43]=[C:44]([O:48][CH3:49])[C:45]=1[O:46][CH3:47])[CH2:23][P+](C1C=CC=CC=1)(C1C=CC=CC=1)C1C=CC=CC=1.[H-].[Na+]. The catalyst is ClCCl. The product is [N+:11]([C:5]1[C:4]([N+:14]([O-:16])=[O:15])=[C:3]([O:2][CH3:1])[CH:10]=[CH:9][C:6]=1/[CH:7]=[CH:23]\[C:22]1[CH:43]=[C:44]([O:48][CH3:49])[C:45]([O:46][CH3:47])=[C:20]([O:19][CH3:18])[CH:21]=1)([O-:13])=[O:12]. The yield is 0.510.